Dataset: Forward reaction prediction with 1.9M reactions from USPTO patents (1976-2016). Task: Predict the product of the given reaction. (1) Given the reactants [N:1]1[CH:6]=[CH:5][CH:4]=[CH:3][C:2]=1[C:7]1[N:11]=[C:10]([CH2:12][CH2:13][C:14]([OH:16])=O)[O:9][N:8]=1.[Cl:17][C:18]1[CH:31]=[CH:30][C:21]([CH2:22][N:23]2[CH2:28][CH2:27][CH:26]([NH2:29])[CH2:25][CH2:24]2)=[CH:20][C:19]=1[F:32].C(=O)([O-])O.[Na+], predict the reaction product. The product is: [Cl:17][C:18]1[CH:31]=[CH:30][C:21]([CH2:22][N:23]2[CH2:28][CH2:27][CH:26]([NH:29][C:14](=[O:16])[CH2:13][CH2:12][C:10]3[O:9][N:8]=[C:7]([C:2]4[CH:3]=[CH:4][CH:5]=[CH:6][N:1]=4)[N:11]=3)[CH2:25][CH2:24]2)=[CH:20][C:19]=1[F:32]. (2) Given the reactants [F:1][C:2]1[C:34]([F:35])=[CH:33][CH:32]=[CH:31][C:3]=1[CH2:4][S:5][C:6]1[N:11]=[C:10]([O:12][C@H:13]([CH3:19])[C:14](OCC)=[O:15])[CH:9]=[C:8]([NH:20][S:21]([C:24]2[N:25]=[C:26]([CH3:30])[N:27]([CH3:29])[CH:28]=2)(=[O:23])=[O:22])[N:7]=1.[BH4-].[Li+], predict the reaction product. The product is: [CH3:9][CH2:10][O:12][CH2:13][CH3:14].[CH3:33][CH2:34][CH2:2][CH:3]([CH3:31])[CH3:4].[F:1][C:2]1[C:34]([F:35])=[CH:33][CH:32]=[CH:31][C:3]=1[CH2:4][S:5][C:6]1[N:7]=[C:8]([NH:20][S:21]([C:24]2[N:25]=[C:26]([CH3:30])[N:27]([CH3:29])[CH:28]=2)(=[O:23])=[O:22])[CH:9]=[C:10]([O:12][C@H:13]([CH3:19])[CH2:14][OH:15])[N:11]=1. (3) Given the reactants Cl.[OH:2][C:3]1[CH:4]=[C:5]([C:11]2[C:12]([CH3:24])([CH3:23])[C:13](=[O:22])[N:14]([CH:16]3[CH2:21][CH2:20][NH:19][CH2:18][CH2:17]3)[N:15]=2)[CH:6]=[CH:7][C:8]=1[O:9][CH3:10].[CH3:25][O:26][C:27]1[CH:35]=[CH:34][CH:33]=[CH:32][C:28]=1[C:29](Cl)=[O:30], predict the reaction product. The product is: [OH:2][C:3]1[CH:4]=[C:5]([C:11]2[C:12]([CH3:24])([CH3:23])[C:13](=[O:22])[N:14]([CH:16]3[CH2:21][CH2:20][N:19]([C:29]([C:28]4[CH:32]=[CH:33][CH:34]=[CH:35][C:27]=4[O:26][CH3:25])=[O:30])[CH2:18][CH2:17]3)[N:15]=2)[CH:6]=[CH:7][C:8]=1[O:9][CH3:10]. (4) Given the reactants F[B-](F)(F)F.[H+].N([O-])=O.[Na+].O1CCOCC1.N[C:18]1[CH:23]=[CH:22][CH:21]=[CH:20][C:19]=1[NH:24][C@@H:25]([C:42]([CH3:45])([CH3:44])[CH3:43])[C:26]([N:28]1[CH2:37][CH2:36][C:35]2[C:30](=[CH:31][C:32]([O:40][CH3:41])=[C:33]([O:38][CH3:39])[CH:34]=2)[CH2:29]1)=[O:27], predict the reaction product. The product is: [C:19]1([NH:24][C@@H:25]([C:42]([CH3:45])([CH3:44])[CH3:43])[C:26]([N:28]2[CH2:37][CH2:36][C:35]3[C:30](=[CH:31][C:32]([O:40][CH3:41])=[C:33]([O:38][CH3:39])[CH:34]=3)[CH2:29]2)=[O:27])[CH:20]=[CH:21][CH:22]=[CH:23][CH:18]=1. (5) Given the reactants C([N-]C(C)C)(C)C.[Li+].[O:9]1[CH2:14][CH2:13][C:12](=[O:15])[CH2:11][CH2:10]1.CN(C)P(=O)(N(C)C)N(C)C.C([C:29]([O:31][CH2:32][CH3:33])=[O:30])#N, predict the reaction product. The product is: [O:15]=[C:12]1[CH2:13][CH2:14][O:9][CH2:10][CH:11]1[C:29]([O:31][CH2:32][CH3:33])=[O:30]. (6) Given the reactants Cl[C:2]1[C:11]([N:12]2[CH2:16][CH2:15][CH2:14][C@@H:13]2[CH3:17])=[N:10][C:9]2[C:4](=[CH:5][CH:6]=[C:7]([C:18]([O:20][CH3:21])=[O:19])[CH:8]=2)[N:3]=1.[O:22]1[C:26]2[CH:27]=[CH:28][C:29](B(O)O)=[CH:30][C:25]=2[O:24][CH2:23]1.[O-]P([O-])([O-])=O.[K+].[K+].[K+], predict the reaction product. The product is: [O:22]1[C:26]2[CH:27]=[CH:28][C:29]([C:2]3[C:11]([N:12]4[CH2:16][CH2:15][CH2:14][C@@H:13]4[CH3:17])=[N:10][C:9]4[C:4](=[CH:5][CH:6]=[C:7]([C:18]([O:20][CH3:21])=[O:19])[CH:8]=4)[N:3]=3)=[CH:30][C:25]=2[O:24][CH2:23]1. (7) Given the reactants Br[CH2:2][CH2:3][CH2:4][OH:5].[OH:6][C:7]1[CH:8]=[CH:9][C:10]([N+:15]([O-:17])=[O:16])=[C:11]([CH:14]=1)[CH:12]=[O:13].C([O-])([O-])=O.[K+].[K+].C(Cl)Cl, predict the reaction product. The product is: [N+:15]([C:10]1[CH:9]=[CH:8][C:7]([O:6][CH2:2][CH2:3][CH2:4][OH:5])=[CH:14][C:11]=1[CH:12]=[O:13])([O-:17])=[O:16].